Task: Predict the product of the given reaction.. Dataset: Forward reaction prediction with 1.9M reactions from USPTO patents (1976-2016) (1) The product is: [Cl:1][C:2]1[C:3]([O:12][CH2:13][CH2:14][C:15]2[C:16]([O:23][CH:24]([CH3:26])[CH3:25])=[N:17][N:18]([CH2:20][CH2:21][O:22][C:28]3[C:33]([O:34][CH3:35])=[CH:32][CH:31]=[CH:30][C:29]=3[CH2:36][CH2:37][C:38]([OH:40])=[O:39])[CH:19]=2)=[N:4][CH:5]=[C:6]([C:8]([F:11])([F:10])[F:9])[CH:7]=1. Given the reactants [Cl:1][C:2]1[C:3]([O:12][CH2:13][CH2:14][C:15]2[C:16]([O:23][CH:24]([CH3:26])[CH3:25])=[N:17][N:18]([CH2:20][CH2:21][OH:22])[CH:19]=2)=[N:4][CH:5]=[C:6]([C:8]([F:11])([F:10])[F:9])[CH:7]=1.O[C:28]1[C:33]([O:34][CH3:35])=[CH:32][CH:31]=[CH:30][C:29]=1[CH2:36][CH2:37][C:38]([O:40]CC)=[O:39].C(P(CCCC)CCCC)CCC.N(C(N1CCCCC1)=O)=NC(N1CCCCC1)=O.O1CCCC1CO.[OH-].[Na+].Cl, predict the reaction product. (2) Given the reactants Cl[C:2]1[N:3]=[C:4]([C:13]2[CH:18]=[C:17]([NH:19][C:20]([C:22]3[CH:27]=[CH:26][C:25]([Cl:28])=[CH:24][N:23]=3)=[O:21])[N:16]=[C:15]([NH:29][C:30]([CH:32]([N:34]([CH3:42])[C:35](=[O:41])[O:36][C:37]([CH3:40])([CH3:39])[CH3:38])[CH3:33])=[O:31])[CH:14]=2)[C:5]2[N:10]([CH3:11])[N:9]=[C:8]([CH3:12])[C:6]=2[N:7]=1.[CH3:43][O-:44].[Na+].CO, predict the reaction product. The product is: [Cl:28][C:25]1[CH:26]=[CH:27][C:22]([C:20]([NH:19][C:17]2[N:16]=[C:15]([NH:29][C:30]([CH:32]([N:34]([CH3:42])[C:35](=[O:41])[O:36][C:37]([CH3:38])([CH3:39])[CH3:40])[CH3:33])=[O:31])[CH:14]=[C:13]([C:4]3[C:5]4[N:10]([CH3:11])[N:9]=[C:8]([CH3:12])[C:6]=4[N:7]=[C:2]([O:44][CH3:43])[N:3]=3)[CH:18]=2)=[O:21])=[N:23][CH:24]=1. (3) Given the reactants C(OC([N:8]1[CH2:13][CH2:12][N:11]([C:14]2[CH:19]=[CH:18][C:17]([N+:20]([O-:22])=[O:21])=[CH:16][C:15]=2[C:23]#[N:24])[CH2:10][CH2:9]1)=O)(C)(C)C.CO.Cl, predict the reaction product. The product is: [N+:20]([C:17]1[CH:18]=[CH:19][C:14]([N:11]2[CH2:10][CH2:9][NH:8][CH2:13][CH2:12]2)=[C:15]([CH:16]=1)[C:23]#[N:24])([O-:22])=[O:21].